This data is from Catalyst prediction with 721,799 reactions and 888 catalyst types from USPTO. The task is: Predict which catalyst facilitates the given reaction. (1) Reactant: [S:1]1[C:5]2[CH:6]=[CH:7][CH:8]=[CH:9][C:4]=2[N:3]=[C:2]1[N:10]1[C:14](=[O:15])[CH:13]=[C:12]([C:16]2[CH:21]=[CH:20][CH:19]=[C:18]([O:22][CH3:23])[CH:17]=2)[NH:11]1.CO[CH:26](OC)[N:27]([CH3:29])[CH3:28]. Product: [S:1]1[C:5]2[CH:6]=[CH:7][CH:8]=[CH:9][C:4]=2[N:3]=[C:2]1[N:10]1[C:14](=[O:15])[C:13](=[CH:26][N:27]([CH3:29])[CH3:28])[C:12]([C:16]2[CH:21]=[CH:20][CH:19]=[C:18]([O:22][CH3:23])[CH:17]=2)=[N:11]1. The catalyst class is: 1. (2) Reactant: [N:1]1([C:5]2[CH:10]=[CH:9][C:8](Br)=[CH:7][N:6]=2)[CH2:4][CH2:3][CH2:2]1.[Li]CCCC.[CH2:17]1[O:27][C:20]2([CH2:25][CH2:24][C:23](=[O:26])[CH2:22][CH2:21]2)[O:19][CH2:18]1. Product: [N:1]1([C:5]2[N:6]=[CH:7][C:8]([C:23]3([OH:26])[CH2:24][CH2:25][C:20]4([O:27][CH2:17][CH2:18][O:19]4)[CH2:21][CH2:22]3)=[CH:9][CH:10]=2)[CH2:4][CH2:3][CH2:2]1. The catalyst class is: 1. (3) Reactant: [F:1][C:2]([F:27])([F:26])[C:3]1[CH:21]=[C:20]([C:22]([F:25])([F:24])[F:23])[CH:19]=[CH:18][C:4]=1[CH2:5][N:6]1[C:14]2[C:9](=[CH:10][C:11]([CH:15]=[O:16])=[CH:12][CH:13]=2)[C:8](I)=[N:7]1.[Cu][C:29]#[N:30]. Product: [F:1][C:2]([F:27])([F:26])[C:3]1[CH:21]=[C:20]([C:22]([F:25])([F:24])[F:23])[CH:19]=[CH:18][C:4]=1[CH2:5][N:6]1[C:14]2[C:9](=[CH:10][C:11]([CH:15]=[O:16])=[CH:12][CH:13]=2)[C:8]([C:29]#[N:30])=[N:7]1. The catalyst class is: 9. (4) Reactant: [CH2:1]([N:8]1[CH2:17][C:16]2[C:15](Cl)=[N:14][C:13](Cl)=[C:12]([C:20]#[N:21])[C:11]=2[CH2:10][CH2:9]1)[C:2]1[CH:7]=[CH:6][CH:5]=[CH:4][CH:3]=1.C(N(CC)CC)C. Product: [CH2:1]([N:8]1[CH2:17][C:16]2[CH:15]=[N:14][CH:13]=[C:12]([C:20]#[N:21])[C:11]=2[CH2:10][CH2:9]1)[C:2]1[CH:7]=[CH:6][CH:5]=[CH:4][CH:3]=1. The catalyst class is: 886. (5) Reactant: [Li+].[OH-].C[O:4][C:5](=[O:38])[CH:6]([O:18][P:19]([CH:23]([NH:27][C:28]([O:30][CH2:31][C:32]1[CH:37]=[CH:36][CH:35]=[CH:34][CH:33]=1)=[O:29])[CH:24]([CH3:26])[CH3:25])([O:21]C)=[O:20])[CH2:7][CH2:8][CH2:9][NH:10][C:11]([O:13][C:14]([CH3:17])([CH3:16])[CH3:15])=[O:12]. Product: [CH2:31]([O:30][C:28]([NH:27][CH:23]([P:19]([OH:21])([O:18][CH:6]([CH2:7][CH2:8][CH2:9][NH:10][C:11]([O:13][C:14]([CH3:15])([CH3:17])[CH3:16])=[O:12])[C:5]([OH:38])=[O:4])=[O:20])[CH:24]([CH3:25])[CH3:26])=[O:29])[C:32]1[CH:33]=[CH:34][CH:35]=[CH:36][CH:37]=1. The catalyst class is: 10. (6) Reactant: [NH2:1][C@H:2]([C:7]1[CH:12]=[CH:11][C:10]([Br:13])=[CH:9][CH:8]=1)[CH2:3][C:4](O)=[O:5].CO. Product: [NH2:1][C@H:2]([C:7]1[CH:8]=[CH:9][C:10]([Br:13])=[CH:11][CH:12]=1)[CH2:3][CH2:4][OH:5]. The catalyst class is: 1. (7) Reactant: [F:1][C:2]1[CH:3]=[C:4]([CH:8]2[CH2:12][CH2:11][CH2:10][N:9]2[C:13]2[CH:18]=[CH:17][N:16]3[N:19]=[CH:20][C:21]([C:22]([O:24]CC)=[O:23])=[C:15]3[N:14]=2)[CH:5]=[N:6][CH:7]=1.[Li+].[OH-]. Product: [F:1][C:2]1[CH:3]=[C:4]([CH:8]2[CH2:12][CH2:11][CH2:10][N:9]2[C:13]2[CH:18]=[CH:17][N:16]3[N:19]=[CH:20][C:21]([C:22]([OH:24])=[O:23])=[C:15]3[N:14]=2)[CH:5]=[N:6][CH:7]=1. The catalyst class is: 88. (8) Reactant: [CH2:1]([NH:8][C:9]1[C:10]2[C:18]([C:19]3[CH:24]=[CH:23][N:22]=[CH:21][CH:20]=3)=[CH:17][N:16](S(C3C=CC(C)=CC=3)(=O)=O)[C:11]=2[N:12]=[C:13](Cl)[N:14]=1)[C:2]1[CH:7]=[CH:6][CH:5]=[CH:4][CH:3]=1.[NH2:35][C:36]1[CH:37]=[C:38]2[C:43](=[CH:44][CH:45]=1)[N:42]([CH3:46])[C:41](=[O:47])[CH2:40][CH2:39]2.C[Si](Cl)(C)C. Product: [CH2:1]([NH:8][C:9]1[C:10]2[C:18]([C:19]3[CH:20]=[CH:21][N:22]=[CH:23][CH:24]=3)=[CH:17][NH:16][C:11]=2[N:12]=[C:13]([NH:35][C:36]2[CH:37]=[C:38]3[C:43](=[CH:44][CH:45]=2)[N:42]([CH3:46])[C:41](=[O:47])[CH2:40][CH2:39]3)[N:14]=1)[C:2]1[CH:7]=[CH:6][CH:5]=[CH:4][CH:3]=1. The catalyst class is: 51.